Task: Regression. Given two drug SMILES strings and cell line genomic features, predict the synergy score measuring deviation from expected non-interaction effect.. Dataset: NCI-60 drug combinations with 297,098 pairs across 59 cell lines (1) Drug 1: COC1=CC(=CC(=C1O)OC)C2C3C(COC3=O)C(C4=CC5=C(C=C24)OCO5)OC6C(C(C7C(O6)COC(O7)C8=CC=CS8)O)O. Drug 2: CC(C)(C#N)C1=CC(=CC(=C1)CN2C=NC=N2)C(C)(C)C#N. Cell line: MDA-MB-435. Synergy scores: CSS=8.29, Synergy_ZIP=-0.377, Synergy_Bliss=3.33, Synergy_Loewe=-0.287, Synergy_HSA=0.208. (2) Drug 1: CCC1(C2=C(COC1=O)C(=O)N3CC4=CC5=C(C=CC(=C5CN(C)C)O)N=C4C3=C2)O.Cl. Drug 2: B(C(CC(C)C)NC(=O)C(CC1=CC=CC=C1)NC(=O)C2=NC=CN=C2)(O)O. Cell line: T-47D. Synergy scores: CSS=57.9, Synergy_ZIP=-7.84, Synergy_Bliss=-9.18, Synergy_Loewe=-10.3, Synergy_HSA=-6.57. (3) Drug 1: C1=NC2=C(N=C(N=C2N1C3C(C(C(O3)CO)O)O)F)N. Drug 2: COC1=C2C(=CC3=C1OC=C3)C=CC(=O)O2. Cell line: SK-MEL-28. Synergy scores: CSS=0.766, Synergy_ZIP=-2.53, Synergy_Bliss=-3.27, Synergy_Loewe=-9.81, Synergy_HSA=-5.79. (4) Drug 1: CC12CCC(CC1=CCC3C2CCC4(C3CC=C4C5=CN=CC=C5)C)O. Drug 2: CC1C(C(CC(O1)OC2CC(CC3=C2C(=C4C(=C3O)C(=O)C5=CC=CC=C5C4=O)O)(C(=O)C)O)N)O. Cell line: SNB-19. Synergy scores: CSS=38.4, Synergy_ZIP=1.01, Synergy_Bliss=1.77, Synergy_Loewe=-19.8, Synergy_HSA=2.61.